Dataset: Full USPTO retrosynthesis dataset with 1.9M reactions from patents (1976-2016). Task: Predict the reactants needed to synthesize the given product. (1) Given the product [C:24]([C:23]1[CH:26]=[CH:27][C:20]([CH:18]2[CH2:17][N:16]([C:14]([C:13]3[CH:28]=[CH:29][C:30]([CH3:31])=[C:11]([C:7]4[NH:6][C:5]([CH:3]5[CH2:4][N:1]([C:33]([O:35][CH3:36])=[O:34])[CH2:2]5)=[N:9][C:8]=4[CH3:10])[CH:12]=3)=[O:15])[CH2:19]2)=[CH:21][CH:22]=1)#[N:25], predict the reactants needed to synthesize it. The reactants are: [NH:1]1[CH2:4][CH:3]([C:5]2[NH:6][C:7]([C:11]3[CH:12]=[C:13]([CH:28]=[CH:29][C:30]=3[CH3:31])[C:14]([N:16]3[CH2:19][CH:18]([C:20]4[CH:27]=[CH:26][C:23]([C:24]#[N:25])=[CH:22][CH:21]=4)[CH2:17]3)=[O:15])=[C:8]([CH3:10])[N:9]=2)[CH2:2]1.Cl[C:33]([O:35][CH3:36])=[O:34].C(N(CC)CC)C.O. (2) The reactants are: [C:1]([O:5][C:6]([N:8]1[C@@:12](C(C)(C)C)([CH2:13][NH:14][C:15]2[CH:20]=[CH:19][CH:18]=[C:17]([Cl:21])[CH:16]=2)[CH2:11][O:10][C:9]1([CH3:27])[CH3:26])=[O:7])([CH3:4])([CH3:3])[CH3:2].CO[CH:30](OC)[C:31]1[CH:36]=[CH:35][C:34]([O:37][CH3:38])=[CH:33][CH:32]=1. Given the product [C:1]([O:5][C:6]([N:8]1[C@@H:12]([CH2:13][N:14]([C:15]2[CH:20]=[CH:19][CH:18]=[C:17]([Cl:21])[CH:16]=2)[CH2:30][C:31]2[CH:36]=[CH:35][C:34]([O:37][CH3:38])=[CH:33][CH:32]=2)[CH2:11][O:10][C:9]1([CH3:27])[CH3:26])=[O:7])([CH3:3])([CH3:4])[CH3:2], predict the reactants needed to synthesize it. (3) Given the product [OH:2][CH:1]([C:3]1[CH:4]=[C:5]([CH:10]=[CH:11][CH:12]=1)[C:6]([O:8][CH3:9])=[O:7])[CH2:18][CH:17]=[CH2:16], predict the reactants needed to synthesize it. The reactants are: [CH:1]([C:3]1[CH:4]=[C:5]([CH:10]=[CH:11][CH:12]=1)[C:6]([O:8][CH3:9])=[O:7])=[O:2].[I-].[K+].Br[CH2:16][CH:17]=[CH2:18].[Cl-].[NH4+]. (4) Given the product [Br:1][C:2]1[CH:3]=[CH:4][C:5]([CH:8]2[CH2:9][CH2:10][C:11](=[O:12])[CH2:16][CH2:17]2)=[N:6][CH:7]=1, predict the reactants needed to synthesize it. The reactants are: [Br:1][C:2]1[CH:3]=[CH:4][C:5]([CH:8]2[CH2:17][CH2:16][C:11]3(OCC[O:12]3)[CH2:10][CH2:9]2)=[N:6][CH:7]=1.O.[OH-].[Na+]. (5) Given the product [NH2:7][C@H:8]([C:31]1[CH:32]=[CH:33][C:34]([O:37][CH2:38][C:39](=[O:61])[N:40]([CH2:51][CH2:52][OH:53])[CH2:41][CH2:42][OH:43])=[CH:35][CH:36]=1)[C:9]([NH:10][C@H:11]([C:20]1[NH:24][C:23]2[CH:25]=[C:26]([I:29])[CH:27]=[CH:28][C:22]=2[N:21]=1)[C@H:12]([C:14]1[CH:19]=[CH:18][CH:17]=[CH:16][CH:15]=1)[CH3:13])=[O:30], predict the reactants needed to synthesize it. The reactants are: C(OC(=O)[NH:7][CH:8]([C:31]1[CH:36]=[CH:35][C:34]([O:37][CH2:38][C:39](=[O:61])[N:40]([CH2:51][CH2:52][O:53][Si](C(C)(C)C)(C)C)[CH2:41][CH2:42][O:43][Si](C)(C)C(C)(C)C)=[CH:33][CH:32]=1)[C:9](=[O:30])[NH:10][CH:11]([C:20]1[NH:24][C:23]2[CH:25]=[C:26]([I:29])[CH:27]=[CH:28][C:22]=2[N:21]=1)[CH:12]([C:14]1[CH:19]=[CH:18][CH:17]=[CH:16][CH:15]=1)[CH3:13])(C)(C)C.FC(F)(F)C(O)=O. (6) Given the product [C:1]([O:5][C:6](=[O:22])[C:7]([S:10][C:11]1[S:12][CH:13]=[C:14]([CH2:16][C:17]([OH:19])=[O:18])[N:15]=1)([CH3:9])[CH3:8])([CH3:2])([CH3:3])[CH3:4], predict the reactants needed to synthesize it. The reactants are: [C:1]([O:5][C:6](=[O:22])[C:7]([S:10][C:11]1[S:12][CH:13]=[C:14]([CH2:16][C:17]([O:19]CC)=[O:18])[N:15]=1)([CH3:9])[CH3:8])([CH3:4])([CH3:3])[CH3:2].[OH-].[Na+]. (7) Given the product [CH:1]1([CH2:7][N:8]([CH2:29][C:30]2[CH:35]=[CH:34][C:33]([F:36])=[CH:32][C:31]=2[F:37])[C:9](=[O:28])[CH2:10][O:11][C:12]2[CH:13]=[CH:14][C:15]([CH2:18][C@H:19]([O:25][CH2:26][CH3:27])[C:20]([OH:22])=[O:21])=[CH:16][CH:17]=2)[CH2:6][CH2:5][CH2:4][CH2:3][CH2:2]1, predict the reactants needed to synthesize it. The reactants are: [CH:1]1([CH2:7][N:8]([CH2:29][C:30]2[CH:35]=[CH:34][C:33]([F:36])=[CH:32][C:31]=2[F:37])[C:9](=[O:28])[CH2:10][O:11][C:12]2[CH:17]=[CH:16][C:15]([CH2:18][C@H:19]([O:25][CH2:26][CH3:27])[C:20]([O:22]CC)=[O:21])=[CH:14][CH:13]=2)[CH2:6][CH2:5][CH2:4][CH2:3][CH2:2]1.[Li+].[OH-].Cl. (8) Given the product [CH2:15]([C:2]1[CH:3]=[C:4]([CH2:10][C:11]#[N:12])[CH:5]=[N:6][C:7]=1[CH2:8][CH3:9])[CH:14]=[CH2:13], predict the reactants needed to synthesize it. The reactants are: Cl[C:2]1[CH:3]=[C:4]([CH2:10][C:11]#[N:12])[CH:5]=[N:6][C:7]=1[CH2:8][CH3:9].[CH2:13]([Sn](CCCC)(CCCC)CCCC)[CH:14]=[CH2:15]. (9) Given the product [N:24]1[CH:25]=[CH:26][C:21]([NH:20][C:17]([CH:14]2[CH2:13][CH2:12][N:11]([C:9]([O:8][CH2:1][C:2]3[CH:3]=[CH:4][CH:5]=[CH:6][CH:7]=3)=[O:10])[CH2:16][CH2:15]2)=[O:19])=[CH:22][CH:23]=1, predict the reactants needed to synthesize it. The reactants are: [CH2:1]([O:8][C:9]([N:11]1[CH2:16][CH2:15][CH:14]([C:17]([OH:19])=O)[CH2:13][CH2:12]1)=[O:10])[C:2]1[CH:7]=[CH:6][CH:5]=[CH:4][CH:3]=1.[NH2:20][C:21]1[CH:26]=[CH:25][N:24]=[CH:23][CH:22]=1.C(Cl)CCl.C1C=NC2N(O)N=NC=2C=1. (10) Given the product [F:1][C:2]1[C:3]([NH:28][CH:29]([C:36]2([C:41]([F:43])([F:44])[F:42])[CH2:40][CH2:39][CH2:38][CH2:37]2)[CH2:30][C:31]([OH:33])=[O:32])=[N:4][C:5]([C:8]2[C:16]3[C:11](=[N:12][CH:13]=[C:14]([F:17])[CH:15]=3)[NH:10][CH:9]=2)=[N:6][CH:7]=1, predict the reactants needed to synthesize it. The reactants are: [F:1][C:2]1[C:3]([NH:28][CH:29]([C:36]2([C:41]([F:44])([F:43])[F:42])[CH2:40][CH2:39][CH2:38][CH2:37]2)[CH2:30][C:31]([O:33]CC)=[O:32])=[N:4][C:5]([C:8]2[C:16]3[C:11](=[N:12][CH:13]=[C:14]([F:17])[CH:15]=3)[N:10](S(C3C=CC(C)=CC=3)(=O)=O)[CH:9]=2)=[N:6][CH:7]=1.[OH-].[Li+].